From a dataset of Full USPTO retrosynthesis dataset with 1.9M reactions from patents (1976-2016). Predict the reactants needed to synthesize the given product. (1) Given the product [F:1][CH:2]([CH2:13][N:14]1[CH:19]=[CH:18][C:17]([NH:20][C:21](=[O:29])[CH2:22][C:23]2[CH:28]=[CH:27][CH:26]=[CH:25][CH:24]=2)=[CH:16][C:15]1=[O:30])[CH2:3][CH2:4][N:5]1[CH:9]=[C:8]([C:10]([NH:44][CH2:43][C:33]2[CH:34]=[C:35]([O:38][C:39]([F:40])([F:41])[F:42])[CH:36]=[CH:37][C:32]=2[F:31])=[O:12])[N:7]=[N:6]1, predict the reactants needed to synthesize it. The reactants are: [F:1][CH:2]([CH2:13][N:14]1[CH:19]=[CH:18][C:17]([NH:20][C:21](=[O:29])[CH2:22][C:23]2[CH:28]=[CH:27][CH:26]=[CH:25][CH:24]=2)=[CH:16][C:15]1=[O:30])[CH2:3][CH2:4][N:5]1[CH:9]=[C:8]([C:10]([OH:12])=O)[N:7]=[N:6]1.[F:31][C:32]1[CH:37]=[CH:36][C:35]([O:38][C:39]([F:42])([F:41])[F:40])=[CH:34][C:33]=1[CH2:43][NH2:44].CN(C(ON1N=NC2C=CC=NC1=2)=[N+](C)C)C.F[P-](F)(F)(F)(F)F.CCN(C(C)C)C(C)C. (2) Given the product [I:12][C:8]1[CH:7]=[CH:6][N:5]=[C:4]2[NH:1][N:2]=[CH:10][C:9]=12, predict the reactants needed to synthesize it. The reactants are: [NH2:1][NH2:2].F[C:4]1[C:9]([CH:10]=O)=[C:8]([I:12])[CH:7]=[CH:6][N:5]=1. (3) The reactants are: [C:1]([CH2:4][C:5]1[CH:13]=[CH:12][CH:11]=[C:10]([F:14])[C:6]=1[C:7]([OH:9])=[O:8])([OH:3])=O.[C:15](OC(=O)C)(=O)C.N1C=CC=CC=1.[OH-].[Na+].Cl. Given the product [F:14][C:10]1[CH:11]=[CH:12][CH:13]=[C:5]([CH2:4][C:1](=[O:3])[CH3:15])[C:6]=1[C:7]([OH:9])=[O:8], predict the reactants needed to synthesize it.